This data is from Forward reaction prediction with 1.9M reactions from USPTO patents (1976-2016). The task is: Predict the product of the given reaction. Given the reactants Br[C:2]1[CH:3]=[C:4]([CH:7]=[CH:8][CH:9]=1)[NH:5][CH3:6].[C:10]1(B(O)O)[CH:15]=[CH:14][CH:13]=[CH:12][CH:11]=1.C(=O)([O-])[O-].[Na+].[Na+], predict the reaction product. The product is: [CH3:6][NH:5][C:4]1[CH:3]=[C:2]([C:10]2[CH:15]=[CH:14][CH:13]=[CH:12][CH:11]=2)[CH:9]=[CH:8][CH:7]=1.